From a dataset of CYP2D6 inhibition data for predicting drug metabolism from PubChem BioAssay. Regression/Classification. Given a drug SMILES string, predict its absorption, distribution, metabolism, or excretion properties. Task type varies by dataset: regression for continuous measurements (e.g., permeability, clearance, half-life) or binary classification for categorical outcomes (e.g., BBB penetration, CYP inhibition). Dataset: cyp2d6_veith. (1) The compound is COC(=O)[C@@H]1[C@@H](O)[C@@]2(O)c3c(OC)cc(OC)cc3O[C@@]2(c2ccc(OC)cc2)[C@H]1c1ccccc1. The result is 0 (non-inhibitor). (2) The compound is O=C(Nc1cccc(Cl)c1Cl)c1snnc1-c1ccccc1. The result is 1 (inhibitor). (3) The molecule is COC(=O)/C(C(C)=O)=C(\C=C\C=C\C=C\N(C)C)N(C)C. The result is 0 (non-inhibitor). (4) The compound is Cn1cccc1C(=O)N1CCC2(CC1)CN(C(=O)Nc1cccc(C#N)c1)C2. The result is 0 (non-inhibitor). (5) The drug is CCCS(=O)(=O)N1CCN(CC2CC=CCC2)CC1.O=C(O)C(=O)O. The result is 1 (inhibitor). (6) The result is 0 (non-inhibitor). The molecule is COc1ncc2nc(-c3cn(C)c4ccccc34)c(=O)n(CCC#N)c2n1. (7) The molecule is CCOC(=O)c1cnn(-c2nc(-c3cccc(F)c3)cs2)c1C(F)(F)F. The result is 0 (non-inhibitor).